Dataset: Full USPTO retrosynthesis dataset with 1.9M reactions from patents (1976-2016). Task: Predict the reactants needed to synthesize the given product. (1) Given the product [CH3:1][C:2]1[C:11]([C:12]2[S:13][C:14]([C:23]3[N:27]=[CH:26][NH:25][N:24]=3)=[C:15]([C:17]3[CH:18]=[CH:19][CH:20]=[CH:21][CH:22]=3)[N:16]=2)=[C:5]2[CH:6]=[C:7]([O:10][CH2:35][C:36]3[CH:41]=[N:40][C:39]([C:42]([F:45])([F:43])[F:44])=[CH:38][CH:37]=3)[CH:8]=[CH:9][N:4]2[N:3]=1, predict the reactants needed to synthesize it. The reactants are: [CH3:1][C:2]1[C:11]([C:12]2[S:13][C:14]([C:23]3[N:27]=[CH:26][N:25](C4CCCCO4)[N:24]=3)=[C:15]([C:17]3[CH:22]=[CH:21][CH:20]=[CH:19][CH:18]=3)[N:16]=2)=[C:5]2[CH:6]=[C:7]([OH:10])[CH:8]=[CH:9][N:4]2[N:3]=1.Cl[CH2:35][C:36]1[CH:37]=[CH:38][C:39]([C:42]([F:45])([F:44])[F:43])=[N:40][CH:41]=1.C(=O)([O-])[O-].[K+].[K+].CN(C=O)C. (2) Given the product [CH3:2][C:1]([C:5]1[CH:6]=[C:7]([S:11]([NH:22][C:21]2[C:16]([I:15])=[N:17][C:18]([C:23]([F:25])([F:24])[F:26])=[CH:19][CH:20]=2)(=[O:13])=[O:12])[CH:8]=[CH:9][CH:10]=1)([CH3:4])[CH3:3], predict the reactants needed to synthesize it. The reactants are: [C:1]([C:5]1[CH:6]=[C:7]([S:11](Cl)(=[O:13])=[O:12])[CH:8]=[CH:9][CH:10]=1)([CH3:4])([CH3:3])[CH3:2].[I:15][C:16]1[C:21]([NH2:22])=[CH:20][CH:19]=[C:18]([C:23]([F:26])([F:25])[F:24])[N:17]=1. (3) Given the product [Br:15][C:12]1[CH:13]=[CH:14][C:9]([O:5][CH2:4][CH:1]2[CH2:3][CH2:2]2)=[N:10][CH:11]=1, predict the reactants needed to synthesize it. The reactants are: [CH:1]1([CH2:4][OH:5])[CH2:3][CH2:2]1.[H-].[Na+].Br[C:9]1[CH:14]=[CH:13][C:12]([Br:15])=[CH:11][N:10]=1. (4) Given the product [C:1]1(/[C:7](/[C:17]2[CH:27]=[CH:26][C:20]([O:21][CH2:22][CH2:23][N:24]([CH3:56])[CH2:25][CH2:40][O:41][CH2:42][CH2:43][O:44][CH2:45][CH2:46][O:47][CH2:48][C:49]([O:51][C:52]([CH3:55])([CH3:54])[CH3:53])=[O:50])=[CH:19][CH:18]=2)=[C:8](/[C:11]2[CH:16]=[CH:15][CH:14]=[CH:13][CH:12]=2)\[CH2:9][CH3:10])[CH:2]=[CH:3][CH:4]=[CH:5][CH:6]=1, predict the reactants needed to synthesize it. The reactants are: [C:1]1(/[C:7](/[C:17]2[CH:27]=[CH:26][C:20]([O:21][CH2:22][CH2:23][NH:24][CH3:25])=[CH:19][CH:18]=2)=[C:8](/[C:11]2[CH:16]=[CH:15][CH:14]=[CH:13][CH:12]=2)\[CH2:9][CH3:10])[CH:6]=[CH:5][CH:4]=[CH:3][CH:2]=1.S(OC[CH2:40][O:41][CH2:42][CH2:43][O:44][CH2:45][CH2:46][O:47][CH2:48][C:49]([O:51][C:52]([CH3:55])([CH3:54])[CH3:53])=[O:50])(C1C=CC(C)=CC=1)(=O)=O.[C:56]([O-])([O-])=O.[K+].[K+]. (5) Given the product [Cl:1][C:2]1[CH:32]=[CH:31][C:5]([CH2:6][CH2:7][NH:8][C:9]([C:11]2[CH:30]=[CH:29][C:14]([O:15][C:16]3[C:17]([C:41]4[CH:40]=[CH:39][CH:38]=[C:37]([S:34]([CH3:33])(=[O:36])=[O:35])[CH:42]=4)=[CH:18][C:19]([CH2:22][C:23]([O:25][CH2:26][CH3:27])=[O:24])=[CH:20][CH:21]=3)=[CH:13][CH:12]=2)=[O:10])=[CH:4][CH:3]=1, predict the reactants needed to synthesize it. The reactants are: [Cl:1][C:2]1[CH:32]=[CH:31][C:5]([CH2:6][CH2:7][NH:8][C:9]([C:11]2[CH:30]=[CH:29][C:14]([O:15][C:16]3[CH:21]=[CH:20][C:19]([CH2:22][C:23]([O:25][CH2:26][CH3:27])=[O:24])=[CH:18][C:17]=3Br)=[CH:13][CH:12]=2)=[O:10])=[CH:4][CH:3]=1.[CH3:33][S:34]([C:37]1[CH:38]=[C:39](B(O)O)[CH:40]=[CH:41][CH:42]=1)(=[O:36])=[O:35].C([O-])([O-])=O.[K+].[K+].